From a dataset of Full USPTO retrosynthesis dataset with 1.9M reactions from patents (1976-2016). Predict the reactants needed to synthesize the given product. Given the product [NH2:7][C:8]1([C:12]2[CH:13]=[CH:14][C:15]([C:18]3[C:27]([C:28]4[CH:29]=[CH:30][CH:31]=[CH:32][CH:33]=4)=[CH:26][C:25]4[C:24]5[N:34]=[C:35]([CH3:38])[N:36]([OH:37])[C:23]=5[CH2:22][CH2:21][C:20]=4[N:19]=3)=[CH:16][CH:17]=2)[CH2:11][CH2:10][CH2:9]1, predict the reactants needed to synthesize it. The reactants are: C(OC(=O)[NH:7][C:8]1([C:12]2[CH:17]=[CH:16][C:15]([C:18]3[C:27]([C:28]4[CH:33]=[CH:32][CH:31]=[CH:30][CH:29]=4)=[CH:26][C:25]4[C:24]5[N:34]=[C:35]([CH3:38])[N:36]([OH:37])[C:23]=5[CH2:22][CH2:21][C:20]=4[N:19]=3)=[CH:14][CH:13]=2)[CH2:11][CH2:10][CH2:9]1)(C)(C)C.